Dataset: Peptide-MHC class II binding affinity with 134,281 pairs from IEDB. Task: Regression. Given a peptide amino acid sequence and an MHC pseudo amino acid sequence, predict their binding affinity value. This is MHC class II binding data. (1) The peptide sequence is PTKRNQKQVQSVRYL. The MHC is DRB1_0101 with pseudo-sequence DRB1_0101. The binding affinity (normalized) is 0.258. (2) The peptide sequence is LLTFLTSLLILVQST. The MHC is DRB1_0101 with pseudo-sequence DRB1_0101. The binding affinity (normalized) is 0.602. (3) The peptide sequence is GNGVVALRNAQLVTF. The MHC is HLA-DQA10201-DQB10202 with pseudo-sequence HLA-DQA10201-DQB10202. The binding affinity (normalized) is 0.205. (4) The peptide sequence is AAMGLRISSSFSFGG. The MHC is DRB1_0405 with pseudo-sequence DRB1_0405. The binding affinity (normalized) is 0.187. (5) The binding affinity (normalized) is 0.627. The MHC is DRB1_0404 with pseudo-sequence DRB1_0404. The peptide sequence is GQLQIVDKIDAAFKI.